From a dataset of Forward reaction prediction with 1.9M reactions from USPTO patents (1976-2016). Predict the product of the given reaction. (1) The product is: [ClH:12].[Cl:13][C:14]1[CH:23]=[C:22]2[C:17]([CH:18]=[CH:19][N:20]=[CH:21]2)=[CH:16][C:15]=1[S:24][CH2:25][CH:26]1[CH2:30][CH2:29][NH:28][CH2:27]1. Given the reactants BrC1C=C2C(=CC=1[Cl:12])C=NC=C2.[Cl:13][C:14]1[CH:23]=[C:22]2[C:17]([CH:18]=[CH:19][N:20]=[CH:21]2)=[CH:16][C:15]=1[S:24][CH2:25][CH:26]1[CH2:30][CH2:29][NH:28][CH2:27]1.C(OC(N1CCC(CBr)C1)=O)(C)(C)C.Cl, predict the reaction product. (2) Given the reactants [OH:1][CH:2]1[CH2:7][CH2:6][NH:5][CH2:4][CH2:3]1.Br[CH2:9][CH2:10][CH2:11][CH2:12][CH2:13]Br.[F:15][C:16]1[CH:21]=[CH:20][C:19]([CH2:22][C:23](Cl)=[O:24])=[CH:18][CH:17]=1.[CH3:26][NH:27][CH:28]1[CH2:30][CH2:29]1, predict the reaction product. The product is: [CH:28]1([N:27]([CH3:26])[CH2:9][CH2:10][CH2:11][CH2:12][CH2:13][O:1][CH:2]2[CH2:7][CH2:6][N:5]([C:23](=[O:24])[CH2:22][C:19]3[CH:20]=[CH:21][C:16]([F:15])=[CH:17][CH:18]=3)[CH2:4][CH2:3]2)[CH2:30][CH2:29]1. (3) Given the reactants [O:1]=[C:2]([NH:22][CH:23]([C:28]1[CH:33]=[CH:32][CH:31]=[C:30]([C:34]([F:37])([F:36])[F:35])[CH:29]=1)[C:24]([F:27])([F:26])[F:25])/[CH:3]=[CH:4]/[C:5]1[CH:6]=[C:7]2[C:11](=[CH:12][CH:13]=1)[CH:10]([NH:14]C(=O)OC(C)(C)C)[CH2:9][CH2:8]2.Cl.O, predict the reaction product. The product is: [NH2:14][CH:10]1[C:11]2[C:7](=[CH:6][C:5](/[CH:4]=[CH:3]/[C:2]([NH:22][CH:23]([C:28]3[CH:33]=[CH:32][CH:31]=[C:30]([C:34]([F:35])([F:36])[F:37])[CH:29]=3)[C:24]([F:25])([F:26])[F:27])=[O:1])=[CH:13][CH:12]=2)[CH2:8][CH2:9]1. (4) Given the reactants CN(C(ON1N=NC2C=CC=NC1=2)=[N+](C)C)C.F[P-](F)(F)(F)(F)F.[C:25]([C:28]1[C:33]2[N:34]([CH2:37][C:38]([OH:40])=O)[CH:35]=[N:36][C:32]=2[CH:31]=[CH:30][CH:29]=1)(=[O:27])[CH3:26].[NH2:41][CH:42]([C:44]1[CH:49]=[CH:48][C:47]([C:50]([CH3:54])([CH3:53])[C:51]#[N:52])=[C:46]([F:55])[CH:45]=1)[CH3:43].CCN(CC)CC, predict the reaction product. The product is: [C:25]([C:28]1[C:33]2[N:34]([CH2:37][C:38]([NH:41][CH:42]([C:44]3[CH:49]=[CH:48][C:47]([C:50]([C:51]#[N:52])([CH3:54])[CH3:53])=[C:46]([F:55])[CH:45]=3)[CH3:43])=[O:40])[CH:35]=[N:36][C:32]=2[CH:31]=[CH:30][CH:29]=1)(=[O:27])[CH3:26]. (5) Given the reactants Br[C:2]1[CH:3]=[C:4]([C:13]2[O:17][N:16]=[C:15]([C:18]3[CH:26]=[CH:25][C:24]4[NH:23][C:22]5[CH:27]([CH2:30][C:31]([O:33][CH2:34][CH3:35])=[O:32])[CH2:28][CH2:29][C:21]=5[C:20]=4[CH:19]=3)[N:14]=2)[CH:5]=[C:6]([O:8][C:9]([F:12])([F:11])[F:10])[CH:7]=1.[Br-].[CH2:37]([Zn+])[CH2:38][CH3:39], predict the reaction product. The product is: [CH2:37]([C:2]1[CH:3]=[C:4]([C:13]2[O:17][N:16]=[C:15]([C:18]3[CH:26]=[CH:25][C:24]4[NH:23][C:22]5[CH:27]([CH2:30][C:31]([O:33][CH2:34][CH3:35])=[O:32])[CH2:28][CH2:29][C:21]=5[C:20]=4[CH:19]=3)[N:14]=2)[CH:5]=[C:6]([O:8][C:9]([F:12])([F:10])[F:11])[CH:7]=1)[CH2:38][CH3:39].